The task is: Predict the reaction yield, written as a fraction of the theoretical maximum amount of product (1.0 means a 100% yield; for example, 0.34 means a 34% yield).. This data is from Reaction yield outcomes from USPTO patents with 853,638 reactions. The reactants are [C:1]([O:5][C:6]([N:8]1[CH2:13][CH2:12][CH:11]([C:14]2[N:15]([CH2:20][CH2:21][OH:22])[CH:16]=[C:17]([Br:19])[N:18]=2)[CH2:10][CH2:9]1)=[O:7])([CH3:4])([CH3:3])[CH3:2].[S:23](Cl)([CH3:26])(=[O:25])=[O:24]. The catalyst is C(Cl)Cl. The product is [C:1]([O:5][C:6]([N:8]1[CH2:13][CH2:12][CH:11]([C:14]2[N:15]([CH2:20][CH2:21][O:22][S:23]([CH3:26])(=[O:25])=[O:24])[CH:16]=[C:17]([Br:19])[N:18]=2)[CH2:10][CH2:9]1)=[O:7])([CH3:4])([CH3:3])[CH3:2]. The yield is 0.840.